From a dataset of Peptide-MHC class I binding affinity with 185,985 pairs from IEDB/IMGT. Regression. Given a peptide amino acid sequence and an MHC pseudo amino acid sequence, predict their binding affinity value. This is MHC class I binding data. (1) The MHC is HLA-A31:01 with pseudo-sequence HLA-A31:01. The binding affinity (normalized) is 0.0847. The peptide sequence is AYDDAEQMY. (2) The peptide sequence is LLMHLVSLYK. The MHC is HLA-A68:01 with pseudo-sequence HLA-A68:01. The binding affinity (normalized) is 0.735. (3) The peptide sequence is NFMVSVSDFR. The MHC is HLA-A33:01 with pseudo-sequence HLA-A33:01. The binding affinity (normalized) is 0.677. (4) The peptide sequence is GLIQYPTAW. The MHC is HLA-A03:01 with pseudo-sequence HLA-A03:01. The binding affinity (normalized) is 0.0847. (5) The peptide sequence is IQYVIRAQL. The MHC is HLA-B46:01 with pseudo-sequence HLA-B46:01. The binding affinity (normalized) is 0.0847. (6) The peptide sequence is AQIDNYNKF. The MHC is Patr-B0101 with pseudo-sequence Patr-B0101. The binding affinity (normalized) is 0.